Dataset: Forward reaction prediction with 1.9M reactions from USPTO patents (1976-2016). Task: Predict the product of the given reaction. (1) Given the reactants [CH3:1][O:2][CH2:3][CH2:4][N:5]1[CH2:11][CH2:10][C:9]2[CH:12]=[C:13]([NH2:16])[CH:14]=[CH:15][C:8]=2[CH2:7][CH2:6]1.[C:17]([CH2:19][N:20]([C@H:25]1[CH2:30][CH2:29][C@@H:28]([NH:31][C:32]2[C:37]([Cl:38])=[CH:36][N:35]=[C:34](Cl)[N:33]=2)[CH2:27][CH2:26]1)[S:21]([CH3:24])(=[O:23])=[O:22])#[N:18], predict the reaction product. The product is: [Cl:38][C:37]1[C:32]([NH:31][C@@H:28]2[CH2:27][CH2:26][C@H:25]([N:20]([CH2:19][C:17]#[N:18])[S:21]([CH3:24])(=[O:23])=[O:22])[CH2:30][CH2:29]2)=[N:33][C:34]([NH:16][C:13]2[CH:14]=[CH:15][C:8]3[CH2:7][CH2:6][N:5]([CH2:4][CH2:3][O:2][CH3:1])[CH2:11][CH2:10][C:9]=3[CH:12]=2)=[N:35][CH:36]=1. (2) Given the reactants [CH3:1][C:2]1[O:3][C:4]([C:19]2[CH:24]=[CH:23][CH:22]=[CH:21][CH:20]=2)=[CH:5][C:6]=1[C:7]([NH:9][CH2:10][CH2:11][CH2:12][CH2:13][CH2:14][C:15]([O:17][CH3:18])=[O:16])=[O:8].[Br:25]N1C(=O)CCC1=O, predict the reaction product. The product is: [Br:25][C:5]1[C:6]([C:7]([NH:9][CH2:10][CH2:11][CH2:12][CH2:13][CH2:14][C:15]([O:17][CH3:18])=[O:16])=[O:8])=[C:2]([CH3:1])[O:3][C:4]=1[C:19]1[CH:20]=[CH:21][CH:22]=[CH:23][CH:24]=1.